Dataset: NCI-60 drug combinations with 297,098 pairs across 59 cell lines. Task: Regression. Given two drug SMILES strings and cell line genomic features, predict the synergy score measuring deviation from expected non-interaction effect. (1) Drug 1: CC1CCC2CC(C(=CC=CC=CC(CC(C(=O)C(C(C(=CC(C(=O)CC(OC(=O)C3CCCCN3C(=O)C(=O)C1(O2)O)C(C)CC4CCC(C(C4)OC)OCCO)C)C)O)OC)C)C)C)OC. Drug 2: CC1C(C(CC(O1)OC2CC(OC(C2O)C)OC3=CC4=CC5=C(C(=O)C(C(C5)C(C(=O)C(C(C)O)O)OC)OC6CC(C(C(O6)C)O)OC7CC(C(C(O7)C)O)OC8CC(C(C(O8)C)O)(C)O)C(=C4C(=C3C)O)O)O)O. Cell line: NCI-H226. Synergy scores: CSS=12.3, Synergy_ZIP=-0.0925, Synergy_Bliss=0.577, Synergy_Loewe=-3.58, Synergy_HSA=-0.740. (2) Drug 1: CC1=C(C(=CC=C1)Cl)NC(=O)C2=CN=C(S2)NC3=CC(=NC(=N3)C)N4CCN(CC4)CCO. Drug 2: CCC1(C2=C(COC1=O)C(=O)N3CC4=CC5=C(C=CC(=C5CN(C)C)O)N=C4C3=C2)O.Cl. Cell line: K-562. Synergy scores: CSS=79.1, Synergy_ZIP=7.10, Synergy_Bliss=5.80, Synergy_Loewe=0.916, Synergy_HSA=11.2. (3) Drug 1: C(CN)CNCCSP(=O)(O)O. Drug 2: CC1CCCC2(C(O2)CC(NC(=O)CC(C(C(=O)C(C1O)C)(C)C)O)C(=CC3=CSC(=N3)C)C)C. Cell line: UACC-257. Synergy scores: CSS=28.9, Synergy_ZIP=-0.337, Synergy_Bliss=0.220, Synergy_Loewe=-12.9, Synergy_HSA=2.90. (4) Drug 2: COC1=C2C(=CC3=C1OC=C3)C=CC(=O)O2. Cell line: RPMI-8226. Drug 1: C1=CC(=C2C(=C1NCCNCCO)C(=O)C3=C(C=CC(=C3C2=O)O)O)NCCNCCO. Synergy scores: CSS=37.6, Synergy_ZIP=4.88, Synergy_Bliss=2.39, Synergy_Loewe=-33.3, Synergy_HSA=1.09. (5) Drug 1: C1CN1P(=S)(N2CC2)N3CC3. Drug 2: C1=CN(C(=O)N=C1N)C2C(C(C(O2)CO)O)O.Cl. Cell line: SF-268. Synergy scores: CSS=29.6, Synergy_ZIP=-6.30, Synergy_Bliss=-2.47, Synergy_Loewe=-0.652, Synergy_HSA=2.13.